From a dataset of Full USPTO retrosynthesis dataset with 1.9M reactions from patents (1976-2016). Predict the reactants needed to synthesize the given product. (1) Given the product [Cl:15][CH2:11][C:9]1[CH:8]=[CH:7][C:6]2[O:1][CH2:2][CH2:3][O:4][C:5]=2[CH:10]=1, predict the reactants needed to synthesize it. The reactants are: [O:1]1[C:6]2[CH:7]=[CH:8][C:9]([CH2:11]O)=[CH:10][C:5]=2[O:4][CH2:3][CH2:2]1.O=S(Cl)[Cl:15]. (2) Given the product [N:18]([CH2:3][C:4]([C:6]1[CH:11]=[CH:10][C:9]([C:12]2[N:13]([CH3:17])[CH:14]=[CH:15][N:16]=2)=[CH:8][CH:7]=1)=[O:5])=[N+:19]=[N-:20], predict the reactants needed to synthesize it. The reactants are: Br.Br[CH2:3][C:4]([C:6]1[CH:11]=[CH:10][C:9]([C:12]2[N:13]([CH3:17])[CH:14]=[CH:15][N:16]=2)=[CH:8][CH:7]=1)=[O:5].[N-:18]=[N+:19]=[N-:20].[Na+].O. (3) Given the product [Br:1][C:2]1[C:10]([F:11])=[CH:9][C:8]2[C:4](=[CH:5][N:6]([CH3:21])[N:7]=2)[C:3]=1[C:12]([O:14][CH3:15])=[O:13], predict the reactants needed to synthesize it. The reactants are: [Br:1][C:2]1[C:10]([F:11])=[CH:9][C:8]2[NH:7][N:6]=[CH:5][C:4]=2[C:3]=1[C:12]([O:14][CH3:15])=[O:13].F[B-](F)(F)F.[CH3:21][O+](C)C. (4) Given the product [OH:25][CH2:24][CH2:23][CH2:22][C@@:13]1([C:16]2[CH:21]=[CH:20][CH:19]=[CH:18][CH:17]=2)[O:12][C:11](=[O:26])[N:10]([C@H:8]([C:5]2[CH:6]=[CH:7][C:2]([C:28]3[CH:33]=[CH:32][N:31]=[C:30]([OH:34])[CH:29]=3)=[CH:3][CH:4]=2)[CH3:9])[CH2:15][CH2:14]1, predict the reactants needed to synthesize it. The reactants are: Br[C:2]1[CH:7]=[CH:6][C:5]([C@@H:8]([N:10]2[CH2:15][CH2:14][C@:13]([CH2:22][CH2:23][CH2:24][OH:25])([C:16]3[CH:21]=[CH:20][CH:19]=[CH:18][CH:17]=3)[O:12][C:11]2=[O:26])[CH3:9])=[CH:4][CH:3]=1.Br[C:28]1[CH:33]=[CH:32][N:31]=[C:30]([OH:34])[CH:29]=1. (5) The reactants are: [OH:1][C:2]([CH3:35])([CH3:34])[CH2:3][C@@:4]1([C:28]2[CH:33]=[CH:32][CH:31]=[CH:30][CH:29]=2)[O:9][C:8](=[O:10])[N:7]([C@H:11]([C:13]2[CH:18]=[CH:17][C:16](B3OC(C)(C)C(C)(C)O3)=[CH:15][CH:14]=2)[CH3:12])[CH2:6][CH2:5]1.Br[C:37]1[CH:42]=[CH:41][N:40]2[N:43]=[CH:44][N:45]=[C:39]2[CH:38]=1. Given the product [OH:1][C:2]([CH3:34])([CH3:35])[CH2:3][C@@:4]1([C:28]2[CH:33]=[CH:32][CH:31]=[CH:30][CH:29]=2)[O:9][C:8](=[O:10])[N:7]([C@H:11]([C:13]2[CH:14]=[CH:15][C:16]([C:37]3[CH:42]=[CH:41][N:40]4[N:43]=[CH:44][N:45]=[C:39]4[CH:38]=3)=[CH:17][CH:18]=2)[CH3:12])[CH2:6][CH2:5]1, predict the reactants needed to synthesize it. (6) The reactants are: C([O:8][CH2:9][CH:10]([CH3:19])[O:11][Si:12]([C:15]([CH3:18])([CH3:17])[CH3:16])([CH3:14])[CH3:13])C1C=CC=CC=1. Given the product [C:15]([Si:12]([CH3:14])([CH3:13])[O:11][CH:10]([CH3:19])[CH2:9][OH:8])([CH3:17])([CH3:18])[CH3:16], predict the reactants needed to synthesize it.